This data is from Forward reaction prediction with 1.9M reactions from USPTO patents (1976-2016). The task is: Predict the product of the given reaction. (1) Given the reactants C([Sn](CCCC)(CCCC)[C:6]1[CH:11]=[N:10][CH:9]=[CH:8][N:7]=1)CCC.Br[C:21]1[CH:22]=[C:23]([C:27]2([C:37]3[CH:42]=[C:41]([CH3:43])[C:40]([O:44][CH2:45][F:46])=[C:39]([CH3:47])[CH:38]=3)[C:35]3[C:30](=[N:31][CH:32]=[CH:33][CH:34]=3)[C:29]([NH2:36])=[N:28]2)[CH:24]=[CH:25][CH:26]=1, predict the reaction product. The product is: [F:46][CH2:45][O:44][C:40]1[C:41]([CH3:43])=[CH:42][C:37]([C:27]2([C:23]3[CH:24]=[CH:25][CH:26]=[C:21]([C:6]4[CH:11]=[N:10][CH:9]=[CH:8][N:7]=4)[CH:22]=3)[C:35]3[C:30](=[N:31][CH:32]=[CH:33][CH:34]=3)[C:29]([NH2:36])=[N:28]2)=[CH:38][C:39]=1[CH3:47]. (2) The product is: [CH2:11]([N:6]1[C:5]2[C:4](=[O:18])[NH:3][C:2](=[O:20])[N:10]([CH2:30][O:29][CH2:28][CH2:27][Si:26]([CH3:33])([CH3:32])[CH3:25])[C:9]=2[N:8]=[CH:7]1)[C:12]1[CH:13]=[CH:14][CH:15]=[CH:16][CH:17]=1. Given the reactants N[C:2]1[NH:3][C:4](=[O:18])[C:5]2[N:6]([CH2:11][C:12]3[CH:17]=[CH:16][CH:15]=[CH:14][CH:13]=3)[CH:7]=[N:8][C:9]=2[N:10]=1.C(=O)([O-])[O-:20].[K+].[K+].[CH3:25][Si:26]([CH3:33])([CH3:32])[CH2:27][CH2:28][O:29][CH2:30]Cl, predict the reaction product. (3) Given the reactants [N:1]1[CH:6]=[CH:5][CH:4]=[CH:3][C:2]=1[CH2:7][S:8][C:9]1[CH:14]=[CH:13][C:12]([NH:15]N)=[CH:11][CH:10]=1.[CH2:17]([O:19][C:20](=[O:30])[CH2:21][C:22](=O)[CH2:23][S:24][C:25]([CH3:28])([CH3:27])[CH3:26])[CH3:18], predict the reaction product. The product is: [CH2:17]([O:19][C:20](=[O:30])[CH2:21][C:22]1[NH:15][C:12]2[C:13]([C:23]=1[S:24][C:25]([CH3:28])([CH3:27])[CH3:26])=[CH:14][C:9]([S:8][CH2:7][C:2]1[CH:3]=[CH:4][CH:5]=[CH:6][N:1]=1)=[CH:10][CH:11]=2)[CH3:18]. (4) Given the reactants [C:1]1([C:7]2[C:8]([C:12]([O:14]CC)=O)=[N:9][O:10][CH:11]=2)[CH:6]=[CH:5][CH:4]=[CH:3][CH:2]=1.Cl.[Cl:18][C:19]1[CH:20]=[C:21]2[C:25](=[CH:26][CH:27]=1)[NH:24][CH:23]=[C:22]2[CH2:28][CH2:29][NH2:30].CN(C(ON1N=NC2C=CC=NC1=2)=[N+](C)C)C.F[P-](F)(F)(F)(F)F.C(N(CC)C(C)C)(C)C, predict the reaction product. The product is: [Cl:18][C:19]1[CH:20]=[C:21]2[C:25](=[CH:26][CH:27]=1)[NH:24][CH:23]=[C:22]2[CH2:28][CH2:29][NH:30][C:12]([C:8]1[C:7]([C:1]2[CH:2]=[CH:3][CH:4]=[CH:5][CH:6]=2)=[CH:11][O:10][N:9]=1)=[O:14].